Dataset: Forward reaction prediction with 1.9M reactions from USPTO patents (1976-2016). Task: Predict the product of the given reaction. (1) Given the reactants [CH2:1]([O:4][N:5]1[C:11](=[O:12])[N:10]2[CH2:13][C@H:6]1[CH:7]=[CH:8][C@H:9]2[CH2:14][O:15][Si](C(C)(C)C)(C)C)[CH:2]=[CH2:3].[F-].C([N+](CCCC)(CCCC)CCCC)CCC, predict the reaction product. The product is: [CH2:1]([O:4][N:5]1[C:11](=[O:12])[N:10]2[CH2:13][C@H:6]1[CH:7]=[CH:8][C@H:9]2[CH2:14][OH:15])[CH:2]=[CH2:3]. (2) Given the reactants O.O.O.O.[C:5]([O-:8])(=[O:7])[CH3:6].[Co+2:9].[C:10]([O-:13])(=[O:12])[CH3:11], predict the reaction product. The product is: [C:5]([O-:8])(=[O:7])[CH2:6][OH:12].[Co+2:9].[C:10]([O-:13])(=[O:12])[CH2:11][OH:7]. (3) Given the reactants Cl.[NH2:2][CH2:3][C:4]1[CH:5]=[CH:6][C:7]([F:29])=[C:8]([N:10]2[C:15]([CH3:16])=[CH:14][C:13]([O:17][CH2:18][C:19]3[CH:24]=[CH:23][C:22]([F:25])=[CH:21][C:20]=3[F:26])=[C:12]([Cl:27])[C:11]2=[O:28])[CH:9]=1.[CH3:30][N:31](C)[C:32](Cl)=[O:33].[CH2:36](N(CC)CC)C.[NH4+].[Cl-], predict the reaction product. The product is: [Cl:27][C:12]1[C:11](=[O:28])[N:10]([C:8]2[CH:9]=[C:4]([CH:5]=[CH:6][C:7]=2[F:29])[CH2:3][N:2]([CH3:36])[C:32]([NH:31][CH3:30])=[O:33])[C:15]([CH3:16])=[CH:14][C:13]=1[O:17][CH2:18][C:19]1[CH:24]=[CH:23][C:22]([F:25])=[CH:21][C:20]=1[F:26]. (4) Given the reactants [F:1][C:2]([F:44])([F:43])[C:3]1[CH:4]=[C:5]([C@H:13]([O:15][C@H:16]2[CH2:20][N:19]([C:21]([O:23][C:24]([CH3:27])([CH3:26])[CH3:25])=[O:22])[C@@H:18]([CH2:28][C:29]([CH3:35])([CH3:34])[C:30](OC)=[O:31])[C@@H:17]2[C:36]2[CH:41]=[CH:40][C:39]([F:42])=[CH:38][CH:37]=2)[CH3:14])[CH:6]=[C:7]([C:9]([F:12])([F:11])[F:10])[CH:8]=1.CC(C[AlH]CC(C)C)C, predict the reaction product. The product is: [F:44][C:2]([F:1])([F:43])[C:3]1[CH:4]=[C:5]([C@H:13]([O:15][C@H:16]2[CH2:20][N:19]([C:21]([O:23][C:24]([CH3:26])([CH3:25])[CH3:27])=[O:22])[C@@H:18]([CH2:28][C:29]([CH3:34])([CH3:35])[CH2:30][OH:31])[C@@H:17]2[C:36]2[CH:41]=[CH:40][C:39]([F:42])=[CH:38][CH:37]=2)[CH3:14])[CH:6]=[C:7]([C:9]([F:10])([F:11])[F:12])[CH:8]=1. (5) Given the reactants Br[C:2]1[S:3][C:4]([C:17]2[CH:22]=[CH:21][CH:20]=[CH:19][CH:18]=2)=[CH:5][C:6]=1[CH:7]([O:12][C:13]([CH3:16])([CH3:15])[CH3:14])[C:8]([O:10][CH3:11])=[O:9].CC1(C)C(C)(C)OB([C:31]2[CH:32]=[C:33]3[C:38](=[CH:39][CH:40]=2)[O:37][CH2:36][CH2:35][CH2:34]3)O1.C(=O)([O-])[O-].[Na+].[Na+].C(O)C, predict the reaction product. The product is: [C:13]([O:12][CH:7]([C:6]1[CH:5]=[C:4]([C:17]2[CH:22]=[CH:21][CH:20]=[CH:19][CH:18]=2)[S:3][C:2]=1[C:31]1[CH:40]=[CH:39][C:38]2[O:37][CH2:36][CH2:35][CH2:34][C:33]=2[CH:32]=1)[C:8]([O:10][CH3:11])=[O:9])([CH3:16])([CH3:15])[CH3:14]. (6) Given the reactants [Cl:1][C:2]1[CH:3]=[C:4]([NH:9][C:10]2[C:11]3[N:19]=[C:18]([N:20]4[CH2:25][CH2:24][C:23]([NH:30]C(OC(C)(C)C)=O)([C:26]([O:28][CH3:29])=[O:27])[CH2:22][CH2:21]4)[N:17]=[CH:16][C:12]=3[N:13]=[CH:14][N:15]=2)[CH:5]=[CH:6][C:7]=1[F:8].FC(F)(F)C(O)=O, predict the reaction product. The product is: [Cl:1][C:2]1[CH:3]=[C:4]([NH:9][C:10]2[C:11]3[N:19]=[C:18]([N:20]4[CH2:25][CH2:24][C:23]([NH2:30])([C:26]([O:28][CH3:29])=[O:27])[CH2:22][CH2:21]4)[N:17]=[CH:16][C:12]=3[N:13]=[CH:14][N:15]=2)[CH:5]=[CH:6][C:7]=1[F:8]. (7) Given the reactants [Mg].BrCCBr.Br[CH:7]([CH2:28][CH2:29][CH2:30][CH2:31][CH2:32][CH3:33])[C:8]([O:10][C@H:11]([CH2:17][CH2:18][CH2:19][CH2:20][CH2:21][CH2:22][CH2:23][CH2:24][CH2:25][CH2:26][CH3:27])[CH2:12][C:13]([O:15]C)=O)=[O:9], predict the reaction product. The product is: [CH2:28]([C:7]1[C:8](=[O:9])[O:10][C@H:11]([CH2:17][CH2:18][CH2:19][CH2:20][CH2:21][CH2:22][CH2:23][CH2:24][CH2:25][CH2:26][CH3:27])[CH2:12][C:13]=1[OH:15])[CH2:29][CH2:30][CH2:31][CH2:32][CH3:33]. (8) Given the reactants [C:1]([NH:4][CH:5]([CH2:32][C:33]1[CH:38]=[CH:37][C:36]([N:39]([C:62](=[O:70])[C:63]([O:65]C(C)(C)C)=[O:64])[C:40]2[CH:45]=[CH:44][CH:43]=[CH:42][C:41]=2[C:46]([O:48]C(C2C=CC=CC=2)C2C=CC=CC=2)=[O:47])=[C:35]([CH2:71][CH3:72])[CH:34]=1)[C:6]([NH:8][CH2:9][CH2:10][CH2:11][CH2:12][C:13]([NH:15][C@@H:16]([CH2:20][C:21]1[CH:26]=[CH:25][C:24]([O:27]C(C)(C)C)=[CH:23][CH:22]=1)[C:17]([OH:19])=[O:18])=[O:14])=[O:7])(=[O:3])[CH3:2].FC(F)(F)C(O)=O.ClCCl, predict the reaction product. The product is: [C:1]([NH:4][C@H:5]([C:6]([NH:8][CH2:9][CH2:10][CH2:11][CH2:12][C:13]([NH:15][C@H:16]([C:17]([OH:19])=[O:18])[CH2:20][C:21]1[CH:22]=[CH:23][C:24]([OH:27])=[CH:25][CH:26]=1)=[O:14])=[O:7])[CH2:32][C:33]1[CH:38]=[CH:37][C:36]([N:39]([C:62]([C:63]([OH:65])=[O:64])=[O:70])[C:40]2[CH:45]=[CH:44][CH:43]=[CH:42][C:41]=2[C:46]([OH:48])=[O:47])=[C:35]([CH2:71][CH3:72])[CH:34]=1)(=[O:3])[CH3:2]. (9) The product is: [P:44]([O:43][CH2:42][C:39]1[CH:38]=[CH:37][C:36]([C:35]([O:34][C:33]2[C:29]([O:28][C:26](=[O:27])[C:25]3[CH:24]=[CH:23][C:22]([CH2:21][O:20][P:13]([OH:15])([OH:14])=[O:12])=[CH:76][CH:75]=3)=[C:30]([C:70](=[O:74])[N:71]([CH3:73])[CH3:72])[N:31]([C:62]3[CH:63]=[CH:64][C:65]([O:68][CH3:69])=[CH:66][CH:67]=3)[C:32]=2[C:57](=[O:61])[N:58]([CH3:60])[CH3:59])=[O:56])=[CH:41][CH:40]=1)([OH:51])([OH:46])=[O:45]. Given the reactants C(O)(C(F)(F)F)=O.C([O:12][P:13]([O:20][CH2:21][C:22]1[CH:76]=[CH:75][C:25]([C:26]([O:28][C:29]2[C:33]([O:34][C:35](=[O:56])[C:36]3[CH:41]=[CH:40][C:39]([CH2:42][O:43][P:44]([O:51]C(C)(C)C)([O:46]C(C)(C)C)=[O:45])=[CH:38][CH:37]=3)=[C:32]([C:57](=[O:61])[N:58]([CH3:60])[CH3:59])[N:31]([C:62]3[CH:67]=[CH:66][C:65]([O:68][CH3:69])=[CH:64][CH:63]=3)[C:30]=2[C:70](=[O:74])[N:71]([CH3:73])[CH3:72])=[O:27])=[CH:24][CH:23]=1)([O:15]C(C)(C)C)=[O:14])(C)(C)C, predict the reaction product. (10) Given the reactants [Cl:1][C:2]1[C:3]([N:27]([CH3:31])[CH2:28][CH2:29][CH3:30])=[CH:4][C:5]2[N:11]=[C:10]([C:12]3[CH:17]=[CH:16][CH:15]=[C:14]([N:18]4[C:22]([CH2:23]O)=[CH:21][N:20]=[N:19]4)[CH:13]=3)[CH2:9][C:8](=[O:25])[NH:7][C:6]=2[CH:26]=1.S(Cl)(Cl)=O.[Cl-].[CH:37]([NH:40][CH3:41])([CH3:39])[CH3:38], predict the reaction product. The product is: [Cl:1][C:2]1[C:3]([N:27]([CH3:31])[CH2:28][CH2:29][CH3:30])=[CH:4][C:5]2[N:11]=[C:10]([C:12]3[CH:17]=[CH:16][CH:15]=[C:14]([N:18]4[C:22]([CH2:23][N:40]([CH:37]([CH3:39])[CH3:38])[CH3:41])=[CH:21][N:20]=[N:19]4)[CH:13]=3)[CH2:9][C:8](=[O:25])[NH:7][C:6]=2[CH:26]=1.